This data is from Full USPTO retrosynthesis dataset with 1.9M reactions from patents (1976-2016). The task is: Predict the reactants needed to synthesize the given product. (1) Given the product [NH2:1][CH2:2][CH2:3][CH2:4][O:5][C:6]1[CH:41]=[CH:40][C:9]([C:10]([C:12]2[CH:17]=[CH:16][C:15]([NH:18][CH2:19][CH2:20][O:21][CH2:22][CH2:23][O:24][CH2:25][CH2:26][O:27][CH2:28][CH2:29][O:30][CH2:31][CH2:32][C:33]([OH:35])=[O:34])=[CH:14][CH:13]=2)=[O:11])=[CH:8][CH:7]=1, predict the reactants needed to synthesize it. The reactants are: [NH2:1][CH2:2][CH2:3][CH2:4][O:5][C:6]1[CH:41]=[CH:40][C:9]([C:10]([C:12]2[CH:17]=[CH:16][C:15]([NH:18][CH2:19][CH2:20][O:21][CH2:22][CH2:23][O:24][CH2:25][CH2:26][O:27][CH2:28][CH2:29][O:30][CH2:31][CH2:32][C:33]([O:35]C(C)(C)C)=[O:34])=[CH:14][CH:13]=2)=[O:11])=[CH:8][CH:7]=1. (2) Given the product [CH:19]1([N:9]2[CH2:8][CH2:7][C:6]3([CH2:2][N:3]([C:12]([O:14][C:15]([CH3:18])([CH3:17])[CH3:16])=[O:13])[CH2:4][CH2:5]3)[CH2:11][CH2:10]2)[CH2:24][CH2:23][CH2:22][CH2:21][CH2:20]1, predict the reactants needed to synthesize it. The reactants are: Cl.[CH2:2]1[C:6]2([CH2:11][CH2:10][NH:9][CH2:8][CH2:7]2)[CH2:5][CH2:4][N:3]1[C:12]([O:14][C:15]([CH3:18])([CH3:17])[CH3:16])=[O:13].[C:19]1(=O)[CH2:24][CH2:23][CH2:22][CH2:21][CH2:20]1.[Na].[OH-].[Na+]. (3) The reactants are: [Li+].CC([N-]C(C)C)C.[CH2:9]([SnH:13]([CH2:18][CH2:19][CH2:20][CH3:21])[CH2:14][CH2:15][CH2:16][CH3:17])[CH2:10][CH2:11][CH3:12].Cl[C:23]1[N:28]=[C:27]([Cl:29])[CH:26]=[CH:25][N:24]=1. Given the product [Cl:29][C:27]1[CH:26]=[CH:25][N:24]=[C:23]([Sn:13]([CH2:9][CH2:10][CH2:11][CH3:12])([CH2:14][CH2:15][CH2:16][CH3:17])[CH2:18][CH2:19][CH2:20][CH3:21])[N:28]=1, predict the reactants needed to synthesize it. (4) Given the product [S:7]1[C:12]2[CH:13]=[CH:14][CH:15]=[CH:16][C:11]=2[NH:10][CH2:9][CH2:8]1, predict the reactants needed to synthesize it. The reactants are: [H-].[Al+3].[Li+].[H-].[H-].[H-].[S:7]1[C:12]2[CH:13]=[CH:14][CH:15]=[CH:16][C:11]=2[NH:10][C:9](=O)[CH2:8]1.O.[OH-].[Na+].